From a dataset of Catalyst prediction with 721,799 reactions and 888 catalyst types from USPTO. Predict which catalyst facilitates the given reaction. Reactant: [Cl:1][C:2]1[CH:7]=[CH:6][C:5]([CH2:8][C@H:9]([NH:27]C(=O)OC(C)(C)C)[CH2:10][CH2:11][N:12]2[CH:16]=[C:15]([C:17]3[CH:18]=[C:19]4[C:23](=[CH:24][CH:25]=3)[NH:22]C(=O)C4)[CH:14]=[N:13]2)=[CH:4][CH:3]=1.[C:35]([OH:41])(C(F)(F)F)=[O:36]. Product: [NH2:27][C@@H:9]([CH2:8][C:5]1[CH:6]=[CH:7][C:2]([Cl:1])=[CH:3][CH:4]=1)[CH2:10][CH2:11][N:12]1[CH:16]=[C:15]([C:17]2[CH:25]=[CH:24][C:23]3[NH:22][C:35](=[O:36])[O:41][C:19]=3[CH:18]=2)[CH:14]=[N:13]1. The catalyst class is: 2.